This data is from Catalyst prediction with 721,799 reactions and 888 catalyst types from USPTO. The task is: Predict which catalyst facilitates the given reaction. (1) Reactant: [C:1]1(=[O:7])[O:6][C:4](=O)[CH:3]=[CH:2]1.[NH2:8][CH2:9][CH2:10][C:11]([OH:13])=[O:12]. Product: [O:7]=[C:1]1[CH:2]=[CH:3][C:4](=[O:6])[N:8]1[CH2:9][CH2:10][C:11]([OH:13])=[O:12]. The catalyst class is: 15. (2) Reactant: Cl[CH2:2][C:3]1[CH:26]=[CH:25][C:6]([O:7][CH2:8][C:9]2[N:10]=[C:11]([C:15]3[S:19][C:18]([C:20]([O:22][CH2:23][CH3:24])=[O:21])=[CH:17][CH:16]=3)[O:12][C:13]=2[CH3:14])=[C:5]([O:27][CH3:28])[CH:4]=1.[OH:29][C:30]1[C:34]([CH:35]=[O:36])=[CH:33][N:32]([C:37]2[CH:42]=[CH:41][CH:40]=[CH:39][CH:38]=2)[N:31]=1.C(=O)([O-])[O-].[K+].[K+].CN(C)C=O. Product: [CH:35]([C:34]1[C:30]([O:29][CH2:2][C:3]2[CH:26]=[CH:25][C:6]([O:7][CH2:8][C:9]3[N:10]=[C:11]([C:15]4[S:19][C:18]([C:20]([O:22][CH2:23][CH3:24])=[O:21])=[CH:17][CH:16]=4)[O:12][C:13]=3[CH3:14])=[C:5]([O:27][CH3:28])[CH:4]=2)=[N:31][N:32]([C:37]2[CH:42]=[CH:41][CH:40]=[CH:39][CH:38]=2)[CH:33]=1)=[O:36]. The catalyst class is: 6. (3) Reactant: Cl.[CH3:2][O:3][C:4]([C:6]1([NH2:11])[CH2:10][CH2:9][CH2:8][CH2:7]1)=[O:5].O1C2(CCCCC2)[NH:13]1.C1(C)C=CC=CC=1.Cl. Product: [CH3:2][O:3][C:4]([C:6]1([NH:11][NH2:13])[CH2:10][CH2:9][CH2:8][CH2:7]1)=[O:5]. The catalyst class is: 389. (4) Reactant: [H-].[Na+].[F:3][C:4]1[C:12]([N:13]2[C:21](=[O:22])[C:20]3[C:15](=[CH:16][CH:17]=[CH:18][CH:19]=3)[C:14]2=[O:23])=[CH:11][CH:10]=[C:9]2[C:5]=1[CH:6]=[CH:7][NH:8]2.Cl.[N:25]1[CH:30]=[CH:29][CH:28]=[CH:27][C:26]=1[CH2:31]Cl.C(=O)([O-])[O-].[K+].[K+].OC1C=CC=C[N+]=1[O-].CCN=C=NCCCN(C)C. Product: [F:3][C:4]1[C:12]([N:13]2[C:14](=[O:23])[C:15]3[C:20](=[CH:19][CH:18]=[CH:17][CH:16]=3)[C:21]2=[O:22])=[CH:11][CH:10]=[C:9]2[C:5]=1[CH:6]=[CH:7][N:8]2[CH2:31][C:26]1[CH:27]=[CH:28][CH:29]=[CH:30][N:25]=1. The catalyst class is: 18.